Dataset: Peptide-MHC class I binding affinity with 185,985 pairs from IEDB/IMGT. Task: Regression. Given a peptide amino acid sequence and an MHC pseudo amino acid sequence, predict their binding affinity value. This is MHC class I binding data. The peptide sequence is FLHNYILYA. The MHC is HLA-A02:01 with pseudo-sequence HLA-A02:01. The binding affinity (normalized) is 1.00.